This data is from Forward reaction prediction with 1.9M reactions from USPTO patents (1976-2016). The task is: Predict the product of the given reaction. (1) Given the reactants [CH2:1]([O:3][C:4]([C:6]1[CH:10]=[C:9]([C:11]2[CH:12]=[C:13]3[C:17](=[CH:18][CH:19]=2)[N:16]([CH3:20])[C:15]2[N:21]([CH3:33])[C:22](=[O:32])[C:23]([C:25]4[CH:30]=[CH:29][C:28]([Br:31])=[CH:27][CH:26]=4)=[CH:24][C:14]3=2)[NH:8][N:7]=1)=[O:5])[CH3:2].I[CH3:35], predict the reaction product. The product is: [CH2:1]([O:3][C:4]([C:6]1[N:7]([CH3:35])[N:8]=[C:9]([C:11]2[CH:12]=[C:13]3[C:17](=[CH:18][CH:19]=2)[N:16]([CH3:20])[C:15]2[N:21]([CH3:33])[C:22](=[O:32])[C:23]([C:25]4[CH:26]=[CH:27][C:28]([Br:31])=[CH:29][CH:30]=4)=[CH:24][C:14]3=2)[CH:10]=1)=[O:5])[CH3:2]. (2) The product is: [Br:1][C:2]1[CH:3]=[C:4]([CH:8]2[CH2:9][CH:10]3[NH:28][CH:13]([CH:17]([C:18]([O:20][CH3:21])=[O:19])[C:16](=[O:15])[CH:22]3[C:23]([O:25][CH3:26])=[O:24])[CH2:12]2)[CH:5]=[CH:6][CH:7]=1. Given the reactants [Br:1][C:2]1[CH:3]=[C:4]([CH:8]([CH2:12][CH:13]=O)[CH2:9][CH:10]=O)[CH:5]=[CH:6][CH:7]=1.[O:15]=[C:16]([CH2:22][C:23]([O:25][CH3:26])=[O:24])[CH2:17][C:18]([O:20][CH3:21])=[O:19].[Cl-].[NH4+:28].C([O-])(=O)C.[Na+], predict the reaction product.